This data is from NCI-60 drug combinations with 297,098 pairs across 59 cell lines. The task is: Regression. Given two drug SMILES strings and cell line genomic features, predict the synergy score measuring deviation from expected non-interaction effect. (1) Drug 1: C1CN1P(=S)(N2CC2)N3CC3. Drug 2: CC(C)CN1C=NC2=C1C3=CC=CC=C3N=C2N. Cell line: HL-60(TB). Synergy scores: CSS=71.4, Synergy_ZIP=0.248, Synergy_Bliss=0.912, Synergy_Loewe=2.25, Synergy_HSA=0.405. (2) Drug 1: C1=CC(=CC=C1C#N)C(C2=CC=C(C=C2)C#N)N3C=NC=N3. Drug 2: C1C(C(OC1N2C=NC3=C2NC=NCC3O)CO)O. Cell line: COLO 205. Synergy scores: CSS=14.8, Synergy_ZIP=8.65, Synergy_Bliss=14.8, Synergy_Loewe=-0.991, Synergy_HSA=6.71. (3) Drug 1: CC1=C(C=C(C=C1)NC2=NC=CC(=N2)N(C)C3=CC4=NN(C(=C4C=C3)C)C)S(=O)(=O)N.Cl. Drug 2: CC1CCC2CC(C(=CC=CC=CC(CC(C(=O)C(C(C(=CC(C(=O)CC(OC(=O)C3CCCCN3C(=O)C(=O)C1(O2)O)C(C)CC4CCC(C(C4)OC)O)C)C)O)OC)C)C)C)OC. Cell line: SF-268. Synergy scores: CSS=23.3, Synergy_ZIP=0.330, Synergy_Bliss=4.33, Synergy_Loewe=-14.7, Synergy_HSA=2.02.